From a dataset of Forward reaction prediction with 1.9M reactions from USPTO patents (1976-2016). Predict the product of the given reaction. (1) Given the reactants Cl[C:2]1[C:7]([N+:8]([O-:10])=[O:9])=[CH:6][CH:5]=[C:4]([Cl:11])[N:3]=1.C(N(CC)CC)C.[CH:19]1([C:25]2[S:26][CH:27]=[C:28]([C:30]3[CH:36]=[CH:35][C:33]([NH2:34])=[CH:32][CH:31]=3)[N:29]=2)[CH2:24][CH2:23][CH2:22][CH2:21][CH2:20]1, predict the reaction product. The product is: [CH:19]1([C:25]2[S:26][CH:27]=[C:28]([C:30]3[CH:31]=[CH:32][C:33]([NH:34][C:2]4[C:7]([N+:8]([O-:10])=[O:9])=[CH:6][CH:5]=[C:4]([Cl:11])[N:3]=4)=[CH:35][CH:36]=3)[N:29]=2)[CH2:20][CH2:21][CH2:22][CH2:23][CH2:24]1. (2) Given the reactants [CH2:1]([O:8][C:9]1[C:13](/[CH:14]=[C:15]2/[C:16](=[O:21])[NH:17][C:18](=[O:20])[S:19]/2)=[CH:12][N:11]([C:22]2[CH:27]=[CH:26][CH:25]=[CH:24][CH:23]=2)[N:10]=1)[C:2]1[CH:7]=[CH:6][CH:5]=[CH:4][CH:3]=1.[CH3:28]N(C)C=O.[H-].[Na+].CI, predict the reaction product. The product is: [CH2:1]([O:8][C:9]1[C:13](/[CH:14]=[C:15]2/[C:16](=[O:21])[N:17]([CH3:28])[C:18](=[O:20])[S:19]/2)=[CH:12][N:11]([C:22]2[CH:27]=[CH:26][CH:25]=[CH:24][CH:23]=2)[N:10]=1)[C:2]1[CH:3]=[CH:4][CH:5]=[CH:6][CH:7]=1. (3) The product is: [S:9]1[CH:8]=[C:7]([CH2:10][NH:15][S:12]([NH2:16])(=[O:14])=[O:13])[C:5]2[CH:6]=[CH:1][CH:2]=[CH:3][C:4]1=2. Given the reactants [CH:1]1[CH:6]=[C:5]2[C:7]([CH:10]=O)=[CH:8][S:9][C:4]2=[CH:3][CH:2]=1.[S:12]([NH2:16])([NH2:15])(=[O:14])=[O:13].S(=O)(=O)(O)N.[BH4-].[Li+].Cl, predict the reaction product. (4) Given the reactants [Si:1]([O:8][C@H:9]([CH2:43][O:44][C:45]1[CH:50]=[CH:49][CH:48]=[CH:47][CH:46]=1)[CH2:10][N:11]([CH2:19][C@@H:20]1[CH2:29][CH2:28][C:27]2[C:22](=[CH:23][CH:24]=[C:25]([C:30]3[CH:31]=[CH:32][C:33]4[C:38](=[O:39])[O:37][C:36](C)(C)[O:35][C:34]=4[CH:42]=3)[CH:26]=2)[O:21]1)[C:12](=[O:18])[O:13][C:14]([CH3:17])([CH3:16])[CH3:15])([C:4]([CH3:7])([CH3:6])[CH3:5])([CH3:3])[CH3:2].C(=O)([O-])[O-].[K+].[K+], predict the reaction product. The product is: [C:14]([O:13][C:12]([N:11]([CH2:19][C@@H:20]1[CH2:29][CH2:28][C:27]2[C:22](=[CH:23][CH:24]=[C:25]([C:30]3[CH:31]=[CH:32][C:33]([C:38]([O:37][CH3:36])=[O:39])=[C:34]([OH:35])[CH:42]=3)[CH:26]=2)[O:21]1)[CH2:10][C@H:9]([O:8][Si:1]([C:4]([CH3:5])([CH3:7])[CH3:6])([CH3:3])[CH3:2])[CH2:43][O:44][C:45]1[CH:46]=[CH:47][CH:48]=[CH:49][CH:50]=1)=[O:18])([CH3:15])([CH3:16])[CH3:17]. (5) Given the reactants [NH2:1][C:2]1[CH:7]=[CH:6][C:5]([C:8]2[CH:13]=[C:12]([N+:14]([O-:16])=[O:15])[CH:11]=[C:10]([C:17]([O:19][CH3:20])=[O:18])[C:9]=2[CH3:21])=[CH:4][CH:3]=1.C(N(CC)CC)C.[C:29]([O:33][C:34](O[C:34]([O:33][C:29]([CH3:32])([CH3:31])[CH3:30])=[O:35])=[O:35])([CH3:32])([CH3:31])[CH3:30], predict the reaction product. The product is: [C:29]([O:33][C:34]([NH:1][C:2]1[CH:7]=[CH:6][C:5]([C:8]2[CH:13]=[C:12]([N+:14]([O-:16])=[O:15])[CH:11]=[C:10]([C:17]([O:19][CH3:20])=[O:18])[C:9]=2[CH3:21])=[CH:4][CH:3]=1)=[O:35])([CH3:32])([CH3:31])[CH3:30]. (6) Given the reactants [Cl:1][C:2]1[CH:7]=[CH:6][C:5]([C:8]2[CH:13]=[CH:12][N:11]3[N:14]=[CH:15][C:16]([C:17]([OH:19])=O)=[C:10]3[N:9]=2)=[CH:4][CH:3]=1.[CH3:20][S:21]([C:24]1[CH:25]=[C:26]([NH2:30])[CH:27]=[CH:28][CH:29]=1)(=[O:23])=[O:22], predict the reaction product. The product is: [CH3:20][S:21]([C:24]1[CH:25]=[C:26]([NH:30][C:17]([C:16]2[CH:15]=[N:14][N:11]3[CH:12]=[CH:13][C:8]([C:5]4[CH:4]=[CH:3][C:2]([Cl:1])=[CH:7][CH:6]=4)=[N:9][C:10]=23)=[O:19])[CH:27]=[CH:28][CH:29]=1)(=[O:22])=[O:23]. (7) The product is: [CH:14]1([CH2:13][O:11][C:4]2[C:5]([N+:8]([O-:10])=[O:9])=[N:6][CH:7]=[C:2]([CH3:1])[CH:3]=2)[CH2:19][CH2:18][CH2:17][CH2:16][CH2:15]1. Given the reactants [CH3:1][C:2]1[CH:3]=[C:4]([OH:11])[C:5]([N+:8]([O-:10])=[O:9])=[N:6][CH:7]=1.Br[CH2:13][CH:14]1[CH2:19][CH2:18][CH2:17][CH2:16][CH2:15]1.C(=O)([O-])[O-].[K+].[K+].O, predict the reaction product. (8) Given the reactants [NH2:1][C:2]1[N:6]=[CH:5][NH:4][N:3]=1.[CH3:7][C:8]([N+:15]#[C-:16])([CH3:14])[CH2:9][C:10]([CH3:13])([CH3:12])[CH3:11].[CH3:17][C:18]1[CH:25]=[C:24]([CH3:26])[CH:23]=[CH:22][C:19]=1[CH:20]=O, predict the reaction product. The product is: [CH3:17][C:18]1[CH:25]=[C:24]([CH3:26])[CH:23]=[CH:22][C:19]=1[C:20]1[N:1]=[C:2]2[N:6]=[CH:5][NH:4][N:3]2[C:16]=1[NH:15][C:8]([CH3:14])([CH3:7])[CH2:9][C:10]([CH3:13])([CH3:12])[CH3:11]. (9) Given the reactants CC1(C)[O:7][C@H:6]([C@@H:8]([CH:32]=C)[C@H:9](O)[CH2:10][O:11]C(C2C=CC=CC=2)(C2C=CC=CC=2)C2C=CC=CC=2)[CH2:5][CH2:4][O:3]1.C1(P(C2C=CC=CC=2)C2C=CC=CC=2)C=CC=CC=1.CCOC(/N=N/C(OCC)=O)=O.C1(P([N:80]=[N+:81]=[N-:82])(C2C=CC=CC=2)=O)C=CC=CC=1, predict the reaction product. The product is: [N:80]([C@@H:9]1[C@@H:8]2[C@@H:32]([O:3][CH2:4][CH2:5][C@@H:6]2[OH:7])[O:11][CH2:10]1)=[N+:81]=[N-:82].